This data is from Catalyst prediction with 721,799 reactions and 888 catalyst types from USPTO. The task is: Predict which catalyst facilitates the given reaction. (1) Reactant: [C:1]([NH2:9])([CH2:4][C:5]([CH3:8])([CH3:7])[CH3:6])([CH3:3])[CH3:2].C(N(CC)CC)C.[N+:17]([C:20]1[CH:28]=[CH:27][C:23]([C:24](Cl)=[O:25])=[CH:22][CH:21]=1)([O-:19])=[O:18]. Product: [N+:17]([C:20]1[CH:21]=[CH:22][C:23]([C:24]([NH:9][C:1]([CH2:4][C:5]([CH3:8])([CH3:7])[CH3:6])([CH3:3])[CH3:2])=[O:25])=[CH:27][CH:28]=1)([O-:19])=[O:18]. The catalyst class is: 68. (2) Reactant: CNC1[S:7][CH:6]=[N:5]C=1.O.O[N:10]1[C:14]2[CH:15]=[CH:16][CH:16]=[CH:15][C:14]=2[N:10]=N1.Cl.CN(C)CCCN=C=NCC.[CH3:31][O:32][C:33]1[CH:38]=[CH:37][C:36]([S:39][C:40]2[C:41]([C:52]([OH:54])=O)=[N:42][C:43]([S:46][C:47]3[NH:51][CH:50]=[N:49][N:48]=3)=[CH:44][CH:45]=2)=[CH:35][CH:34]=1.C(=O)([O-])O.[Na+]. Product: [CH3:31][O:32][C:33]1[CH:38]=[CH:37][C:36]([S:39][C:40]2[C:41]([C:52]([NH:5][C:6]3[S:7][C:15]([CH3:16])=[CH:14][N:10]=3)=[O:54])=[N:42][C:43]([S:46][C:47]3[NH:51][CH:50]=[N:49][N:48]=3)=[CH:44][CH:45]=2)=[CH:35][CH:34]=1. The catalyst class is: 4. (3) Reactant: [O:1]1[CH2:6][CH2:5][CH:4]([C:7](OC)=O)[CH2:3][CH2:2]1.[CH3:11][NH2:12].Cl.CN.[OH-].[Na+]. Product: [CH3:11][NH:12][CH2:7][CH:4]1[CH2:5][CH2:6][O:1][CH2:2][CH2:3]1. The catalyst class is: 1. (4) Reactant: C(O)C(O)C.[CH:6]1[CH:7]=[N:8][C:9]([N:12]2[CH2:17][CH2:16][N:15]([CH2:18][CH2:19][CH2:20][CH2:21][N:22]3[C:32](=[O:33])[CH2:31][C:26]4([CH2:30][CH2:29][CH2:28][CH2:27]4)[CH2:25][C:23]3=[O:24])[CH2:14][CH2:13]2)=[N:10][CH:11]=1.Cl. Product: [CH:6]1[CH:11]=[N:10][C:9]([N:12]2[CH2:17][CH2:16][N:15]([CH2:18][CH2:19][CH2:20][CH2:21][N:22]3[C:32](=[O:33])[CH2:31][C:26]4([CH2:27][CH2:28][CH2:29][CH2:30]4)[CH2:25][C:23]3=[O:24])[CH2:14][CH2:13]2)=[N:8][CH:7]=1. The catalyst class is: 14. (5) Reactant: [NH2:1][C:2]1[C:3]([C:7]([NH:9][C:10]2[CH:15]=[CH:14][C:13]([F:16])=[C:12]([Br:17])[CH:11]=2)=O)=[N:4][S:5][N:6]=1.COC1C=CC(P2(=S)SP(C3C=CC(OC)=CC=3)(=S)[S:27]2)=CC=1. Product: [NH2:1][C:2]1[C:3]([C:7](=[S:27])[NH:9][C:10]2[CH:15]=[CH:14][C:13]([F:16])=[C:12]([Br:17])[CH:11]=2)=[N:4][S:5][N:6]=1. The catalyst class is: 133.